Dataset: Full USPTO retrosynthesis dataset with 1.9M reactions from patents (1976-2016). Task: Predict the reactants needed to synthesize the given product. (1) Given the product [F:1][C:2]([F:10])([F:9])[C@@H:3]([OH:8])[C:4]([OH:11])=[O:5], predict the reactants needed to synthesize it. The reactants are: [F:1][C:2]([F:10])([F:9])[C@@H:3]([OH:8])[C:4](C#N)=[O:5].[OH-:11].[Na+].OO.Cl. (2) The reactants are: [C:1]([CH:4]1[CH2:9][CH2:8][N:7]([C:10]([O:12][C:13]([CH3:16])([CH3:15])[CH3:14])=[O:11])[CH2:6][CH2:5]1)(=[O:3])[CH3:2].[C:17](OC)(=[O:20])[CH2:18][CH3:19].CC(C)([O-])C.[K+]. Given the product [C:13]([O:12][C:10]([N:7]1[CH2:6][CH2:5][CH:4]([C:1](=[O:3])[CH:2]=[C:17]([OH:20])[CH2:18][CH3:19])[CH2:9][CH2:8]1)=[O:11])([CH3:16])([CH3:15])[CH3:14], predict the reactants needed to synthesize it.